This data is from NCI-60 drug combinations with 297,098 pairs across 59 cell lines. The task is: Regression. Given two drug SMILES strings and cell line genomic features, predict the synergy score measuring deviation from expected non-interaction effect. (1) Drug 1: C1=CC(=CC=C1C#N)C(C2=CC=C(C=C2)C#N)N3C=NC=N3. Drug 2: CN(CCCl)CCCl.Cl. Cell line: HCT116. Synergy scores: CSS=15.5, Synergy_ZIP=-0.264, Synergy_Bliss=-1.45, Synergy_Loewe=-7.51, Synergy_HSA=-1.21. (2) Cell line: RXF 393. Synergy scores: CSS=1.16, Synergy_ZIP=-0.905, Synergy_Bliss=1.96, Synergy_Loewe=-2.09, Synergy_HSA=0.315. Drug 2: C1=NNC2=C1C(=O)NC=N2. Drug 1: C1CN1C2=NC(=NC(=N2)N3CC3)N4CC4. (3) Drug 1: CC1=C(C(CCC1)(C)C)C=CC(=CC=CC(=CC(=O)O)C)C. Drug 2: CN1C(=O)N2C=NC(=C2N=N1)C(=O)N. Cell line: M14. Synergy scores: CSS=-4.86, Synergy_ZIP=1.46, Synergy_Bliss=-0.761, Synergy_Loewe=-2.54, Synergy_HSA=-3.85. (4) Drug 1: C1=CC(=CC=C1CCC2=CNC3=C2C(=O)NC(=N3)N)C(=O)NC(CCC(=O)O)C(=O)O. Drug 2: C1C(C(OC1N2C=C(C(=O)NC2=O)F)CO)O. Cell line: MOLT-4. Synergy scores: CSS=90.6, Synergy_ZIP=1.77, Synergy_Bliss=1.03, Synergy_Loewe=-0.154, Synergy_HSA=3.15. (5) Drug 1: CC1=C(C(=O)C2=C(C1=O)N3CC4C(C3(C2COC(=O)N)OC)N4)N. Drug 2: CNC(=O)C1=NC=CC(=C1)OC2=CC=C(C=C2)NC(=O)NC3=CC(=C(C=C3)Cl)C(F)(F)F. Cell line: UACC62. Synergy scores: CSS=42.1, Synergy_ZIP=-10.1, Synergy_Bliss=-14.3, Synergy_Loewe=-14.8, Synergy_HSA=-9.09.